Task: Predict the reactants needed to synthesize the given product.. Dataset: Full USPTO retrosynthesis dataset with 1.9M reactions from patents (1976-2016) The reactants are: [Cl:1][C:2]1[CH:29]=[CH:28][C:5]([CH2:6][C:7]2[N:12]=[C:11]([OH:13])[C:10]([NH:14][C:15](=O)[C:16]3[CH:21]=[C:20]([CH3:22])[C:19]([O:23][CH3:24])=[C:18]([CH3:25])[CH:17]=3)=[C:9]([OH:27])[N:8]=2)=[CH:4][CH:3]=1. Given the product [Cl:1][C:2]1[CH:29]=[CH:28][C:5]([CH2:6][C:7]2[N:12]=[C:11]([OH:13])[C:10]3[N:14]=[C:15]([C:16]4[CH:21]=[C:20]([CH3:22])[C:19]([O:23][CH3:24])=[C:18]([CH3:25])[CH:17]=4)[O:27][C:9]=3[N:8]=2)=[CH:4][CH:3]=1, predict the reactants needed to synthesize it.